From a dataset of Rat liver microsome stability data. Regression/Classification. Given a drug SMILES string, predict its absorption, distribution, metabolism, or excretion properties. Task type varies by dataset: regression for continuous measurements (e.g., permeability, clearance, half-life) or binary classification for categorical outcomes (e.g., BBB penetration, CYP inhibition). Dataset: rlm. The compound is Fc1ccc(Nc2nc(-c3ccnc4ccccc34)nc3ccccc23)cc1F. The result is 1 (stable in rat liver microsomes).